Dataset: Reaction yield outcomes from USPTO patents with 853,638 reactions. Task: Predict the reaction yield, written as a fraction of the theoretical maximum amount of product (1.0 means a 100% yield; for example, 0.34 means a 34% yield). The reactants are [CH:1]([C:4]1[C:5]([C:30]([C:32]2[CH:33]=[C:34]([CH:38]=[CH:39][C:40]#[N:41])[CH:35]=[CH:36][CH:37]=2)=[O:31])=[N:6][C:7]([O:20]CC2C=CC(OC)=CC=2)=[N:8][C:9]=1[O:10]CC1C=CC(OC)=CC=1)([CH3:3])[CH3:2]. The catalyst is C(#N)C. The product is [CH:1]([C:4]1[C:9](=[O:10])[NH:8][C:7](=[O:20])[NH:6][C:5]=1[C:30]([C:32]1[CH:33]=[C:34]([CH:38]=[CH:39][C:40]#[N:41])[CH:35]=[CH:36][CH:37]=1)=[O:31])([CH3:3])[CH3:2]. The yield is 0.350.